Dataset: Catalyst prediction with 721,799 reactions and 888 catalyst types from USPTO. Task: Predict which catalyst facilitates the given reaction. Reactant: [CH3:1][N:2]1[CH2:26][CH2:25][C:5]2[N:6]([CH2:14][C:15]([C:19]3[CH:24]=[CH:23][N:22]=[CH:21][CH:20]=3)(O)[CH2:16][CH3:17])[C:7]3[CH:8]=[CH:9][C:10]([CH3:13])=[CH:11][C:12]=3[C:4]=2[CH2:3]1.CN(C=O)C.S(Cl)(Cl)=O.C(=O)(O)[O-].[Na+]. Product: [CH3:1][N:2]1[CH2:26][CH2:25][C:5]2[N:6](/[CH:14]=[C:15](/[C:19]3[CH:20]=[CH:21][N:22]=[CH:23][CH:24]=3)\[CH2:16][CH3:17])[C:7]3[CH:8]=[CH:9][C:10]([CH3:13])=[CH:11][C:12]=3[C:4]=2[CH2:3]1. The catalyst class is: 2.